This data is from Reaction yield outcomes from USPTO patents with 853,638 reactions. The task is: Predict the reaction yield, written as a fraction of the theoretical maximum amount of product (1.0 means a 100% yield; for example, 0.34 means a 34% yield). (1) The reactants are O[C:2]1[CH:3]=[C:4]([CH:7]=[CH:8][C:9]=1[O:10][CH3:11])[CH:5]=[O:6].[OH:12][C@H:13]1[CH2:17][CH2:16][O:15][CH2:14]1.C1(P(C2C=CC=CC=2)C2C=CC=CC=2)C=CC=CC=1.N(C(OC(C)C)=O)=NC(OC(C)C)=O. The catalyst is C1COCC1.CCCCCC.C(OCC)(=O)C. The product is [CH3:11][O:10][C:9]1[CH:8]=[CH:7][C:4]([CH:5]=[O:6])=[C:3]([O:12][C@@H:13]2[CH2:17][CH2:16][O:15][CH2:14]2)[CH:2]=1. The yield is 0.660. (2) The reactants are Br[C:2]1[CH:3]=[C:4]2[C:9](=[CH:10][CH:11]=1)[N:8]=[CH:7][C:6]([C:12]#[N:13])=[C:5]2[NH:14][C:15]1[CH:20]=[CH:19][C:18]([F:21])=[C:17]([Cl:22])[CH:16]=1.C([O-])([O-])=O.[Cs+].[Cs+].[NH2:29][C:30]1[CH:35]=[CH:34][CH:33]=[CH:32][CH:31]=1. The catalyst is C1COCC1.CC([O-])=O.CC([O-])=O.[Pd+2]. The product is [Cl:22][C:17]1[CH:16]=[C:15]([NH:14][C:5]2[C:4]3[C:9](=[CH:10][CH:11]=[C:2]([NH:29][C:30]4[CH:35]=[CH:34][CH:33]=[CH:32][CH:31]=4)[CH:3]=3)[N:8]=[CH:7][C:6]=2[C:12]#[N:13])[CH:20]=[CH:19][C:18]=1[F:21]. The yield is 0.0890. (3) The reactants are [I:1][C:2]1[CH:7]=[CH:6][C:5]([CH2:8][C:9]([OH:11])=[O:10])=[CH:4][CH:3]=1.Cl.[CH3:13]O. The catalyst is O1CCOCC1. The product is [I:1][C:2]1[CH:3]=[CH:4][C:5]([CH2:8][C:9]([O:11][CH3:13])=[O:10])=[CH:6][CH:7]=1. The yield is 0.980. (4) The reactants are [OH:1][CH2:2][C:3]1[C:8]([CH3:9])=[CH:7][CH:6]=[CH:5][N:4]=1. The catalyst is C(Cl)Cl.O=[Mn]=O. The product is [CH3:9][C:8]1[C:3]([CH:2]=[O:1])=[N:4][CH:5]=[CH:6][CH:7]=1. The yield is 0.640.